From a dataset of Forward reaction prediction with 1.9M reactions from USPTO patents (1976-2016). Predict the product of the given reaction. (1) Given the reactants [CH3:1][O:2][CH:3]([O:8][CH3:9])[C:4](OC)=[O:5].[Cl:10][C:11]1[CH:18]=[CH:17][C:14]([CH2:15][NH2:16])=[CH:13][CH:12]=1, predict the reaction product. The product is: [Cl:10][C:11]1[CH:18]=[CH:17][C:14]([CH2:15][NH:16][C:4](=[O:5])[CH:3]([O:8][CH3:9])[O:2][CH3:1])=[CH:13][CH:12]=1. (2) Given the reactants [CH2:1]([O:8][C:9]1[C:10]([CH3:17])=[C:11]([CH:14]=[CH:15][CH:16]=1)[CH:12]=O)[C:2]1[CH:7]=[CH:6][CH:5]=[CH:4][CH:3]=1.C1(P(=[CH:37][C:38]([O:40][CH2:41][CH3:42])=[O:39])(C2C=CC=CC=2)C2C=CC=CC=2)C=CC=CC=1, predict the reaction product. The product is: [CH2:1]([O:8][C:9]1[C:10]([CH3:17])=[C:11]([CH:12]=[CH:37][C:38]([O:40][CH2:41][CH3:42])=[O:39])[CH:14]=[CH:15][CH:16]=1)[C:2]1[CH:7]=[CH:6][CH:5]=[CH:4][CH:3]=1. (3) Given the reactants [Cl:1][C:2]1[C:7]([CH2:8][N:9]([CH2:20][C:21]2[CH:22]=[C:23]([CH:35]=[CH:36][CH:37]=2)[CH2:24][N:25]2[CH:29]([C:30](O)=[O:31])[CH2:28][CH2:27][S:26]2(=[O:34])=[O:33])[C@H:10]([CH2:16][N:17]([CH3:19])[CH3:18])[CH2:11][C:12]([CH3:15])([CH3:14])[CH3:13])=[C:6]([F:38])[C:5]([O:39][CH3:40])=[CH:4][CH:3]=1.[C:41]12([NH2:51])[CH2:50][CH:45]3[CH2:46][CH:47]([CH2:49][CH:43]([CH2:44]3)[CH2:42]1)[CH2:48]2, predict the reaction product. The product is: [C:41]12([NH:51][C:30]([CH:29]3[CH2:28][CH2:27][S:26](=[O:33])(=[O:34])[N:25]3[CH2:24][C:23]3[CH:35]=[CH:36][CH:37]=[C:21]([CH2:20][N:9]([CH2:8][C:7]4[C:2]([Cl:1])=[CH:3][CH:4]=[C:5]([O:39][CH3:40])[C:6]=4[F:38])[C@H:10]([CH2:16][N:17]([CH3:19])[CH3:18])[CH2:11][C:12]([CH3:14])([CH3:15])[CH3:13])[CH:22]=3)=[O:31])[CH2:48][CH:47]3[CH2:46][CH:45]([CH2:44][CH:43]([CH2:49]3)[CH2:42]1)[CH2:50]2. (4) Given the reactants [CH3:1][O:2][C:3]1[CH:21]=[C:20]([O:22][CH2:23][C:24]2[N:25]=[C:26]([C:29]3[CH:37]=[CH:36][C:32]([C:33](O)=[O:34])=[CH:31][CH:30]=3)[S:27][CH:28]=2)[C:6]2[CH:7]=[C:8]([C:10]3[N:11]=[C:12]4[N:16]([CH:17]=3)[N:15]=[C:14]([O:18][CH3:19])[S:13]4)[O:9][C:5]=2[CH:4]=1.CCN(C(C)C)C(C)C.[CH3:47][O:48][CH2:49][CH2:50][NH:51][CH3:52].CN(C(ON1N=NC2C=CC=NC1=2)=[N+](C)C)C.F[P-](F)(F)(F)(F)F, predict the reaction product. The product is: [CH3:1][O:2][C:3]1[CH:21]=[C:20]([O:22][CH2:23][C:24]2[N:25]=[C:26]([C:29]3[CH:30]=[CH:31][C:32]([C:33]([N:51]([CH2:50][CH2:49][O:48][CH3:47])[CH3:52])=[O:34])=[CH:36][CH:37]=3)[S:27][CH:28]=2)[C:6]2[CH:7]=[C:8]([C:10]3[N:11]=[C:12]4[N:16]([CH:17]=3)[N:15]=[C:14]([O:18][CH3:19])[S:13]4)[O:9][C:5]=2[CH:4]=1. (5) The product is: [OH:38][C:31]1[C:32]2[NH:33][C:34](=[O:37])[S:35][C:36]=2[C:28]([C@@H:2]([OH:1])[CH2:3][NH:4][CH2:5][CH2:6][CH2:7][S:8][CH2:9][CH2:10][NH:11][CH2:19][C@@H:20]([C:22]2[CH:23]=[CH:24][CH:25]=[CH:26][CH:27]=2)[CH3:21])=[CH:29][CH:30]=1. Given the reactants [OH:1][C@H:2]([C:28]1[C:36]2[S:35][C:34](=[O:37])[NH:33][C:32]=2[C:31]([OH:38])=[CH:30][CH:29]=1)[CH2:3][NH:4][CH2:5][CH2:6][CH2:7][S:8][CH2:9][CH2:10][N:11]([CH2:19][C@@H:20]([C:22]1[CH:27]=[CH:26][CH:25]=[CH:24][CH:23]=1)[CH3:21])C(=O)OC(C)(C)C.ClCCl, predict the reaction product. (6) Given the reactants [CH3:1][O:2][C:3]1[CH:4]=[C:5]2[C:10](=[CH:11][CH:12]=1)[CH:9]=[C:8]([CH:13]([OH:20])[CH2:14][CH2:15][CH2:16][CH2:17][CH2:18][CH3:19])[CH:7]=[CH:6]2.[Cr](Cl)([O-])(=O)=O.[NH+]1C=CC=CC=1, predict the reaction product. The product is: [CH3:1][O:2][C:3]1[CH:4]=[C:5]2[C:10](=[CH:11][CH:12]=1)[CH:9]=[C:8]([C:13](=[O:20])[CH2:14][CH2:15][CH2:16][CH2:17][CH2:18][CH3:19])[CH:7]=[CH:6]2. (7) Given the reactants [CH:1]1([O:7][C:8]2[C:9](=[O:14])[NH:10][CH:11]=[CH:12][N:13]=2)[CH2:6][CH2:5][CH2:4][CH2:3][CH2:2]1.Br[C:16]1[CH:21]=[CH:20][C:19]([F:22])=[CH:18][CH:17]=1.CNCCNC.[O-]P([O-])([O-])=O.[K+].[K+].[K+], predict the reaction product. The product is: [CH:1]1([O:7][C:8]2[C:9](=[O:14])[N:10]([C:16]3[CH:21]=[CH:20][C:19]([F:22])=[CH:18][CH:17]=3)[CH:11]=[CH:12][N:13]=2)[CH2:2][CH2:3][CH2:4][CH2:5][CH2:6]1. (8) The product is: [CH2:15]([O:17][C:18](=[O:21])[CH2:19][NH:20][C:11]([C:9]1[NH:8][C:5]2=[CH:6][N:7]=[C:2]([Cl:1])[CH:3]=[C:4]2[CH:10]=1)=[O:13])[CH3:16]. Given the reactants [Cl:1][C:2]1[CH:3]=[C:4]2[CH:10]=[C:9]([C:11]([OH:13])=O)[NH:8][C:5]2=[CH:6][N:7]=1.Cl.[CH2:15]([O:17][C:18](=[O:21])[CH2:19][NH2:20])[CH3:16].C1C=CC2N(O)N=NC=2C=1.CCN(C(C)C)C(C)C.CCN=C=NCCCN(C)C, predict the reaction product. (9) The product is: [F:10][C:4]1[CH:3]=[C:2]([C:20]#[N:21])[CH:9]=[CH:8][C:5]=1[C:6]#[N:7]. Given the reactants Br[C:2]1[CH:9]=[CH:8][C:5]([C:6]#[N:7])=[C:4]([F:10])[CH:3]=1.C1(C)C=CC=CC=1.[Cl-].[NH4+].[CH3:20][N:21](C=O)C, predict the reaction product. (10) Given the reactants [CH2:1]([O:3][CH:4]([O:6][C@H:7]1[C@@H:10]([C:11]2[CH:16]=[CH:15][CH:14]=[CH:13][CH:12]=2)[NH:9][C:8]1=[O:17])[CH3:5])[CH3:2].C([Li])CCC.[C:23](Cl)(=[O:30])[C:24]1[CH:29]=[CH:28][CH:27]=[CH:26][CH:25]=1, predict the reaction product. The product is: [C:23]([N:9]1[C@H:10]([C:11]2[CH:12]=[CH:13][CH:14]=[CH:15][CH:16]=2)[C@H:7]([O:6][CH:4]([O:3][CH2:1][CH3:2])[CH3:5])[C:8]1=[O:17])(=[O:30])[C:24]1[CH:29]=[CH:28][CH:27]=[CH:26][CH:25]=1.